From a dataset of Full USPTO retrosynthesis dataset with 1.9M reactions from patents (1976-2016). Predict the reactants needed to synthesize the given product. (1) Given the product [C:1]([O:5][C:6]([N:8]1[CH2:12][CH2:11][CH2:10][C@H:9]1[C@H:13]([S:19][CH3:20])[C@H:14]([C:16](=[O:18])[N:23]([CH2:24][CH2:25][C:26]1[CH:31]=[CH:30][CH:29]=[C:28]([OH:32])[CH:27]=1)[CH3:22])[CH3:15])=[O:7])([CH3:2])([CH3:3])[CH3:4], predict the reactants needed to synthesize it. The reactants are: [C:1]([O:5][C:6]([N:8]1[CH2:12][CH2:11][CH2:10][C@H:9]1[C@H:13]([S:19][CH3:20])[C@H:14]([C:16]([OH:18])=O)[CH3:15])=[O:7])([CH3:4])([CH3:3])[CH3:2].Br.[CH3:22][NH:23][CH2:24][CH2:25][C:26]1[CH:31]=[CH:30][CH:29]=[C:28]([OH:32])[CH:27]=1.F[P-](F)(F)(F)(F)F.N1(O[P+](N(C)C)(N(C)C)N(C)C)C2C=CC=CC=2N=N1.C1C=CC2N(O)N=NC=2C=1.C(N(C(C)C)CC)(C)C. (2) Given the product [C:1]([O:5][C:6]([N:8]1[CH2:9][CH2:10][CH:11]([CH2:14][O:15][C:16]2[CH:21]=[C:20]([C@H:22]([CH:27]3[CH2:28][CH2:29]3)[CH2:23][C:24]([O-:26])=[O:25])[CH:19]=[CH:18][N:17]=2)[CH2:12][CH2:13]1)=[O:7])([CH3:4])([CH3:2])[CH3:3].[CH3:39][C:30]1[CH:35]=[CH:34][C:33]([C@H:36]([NH3+:38])[CH3:37])=[CH:32][CH:31]=1, predict the reactants needed to synthesize it. The reactants are: [C:1]([O:5][C:6]([N:8]1[CH2:13][CH2:12][CH:11]([CH2:14][O:15][C:16]2[CH:21]=[C:20]([CH:22]([CH:27]3[CH2:29][CH2:28]3)[CH2:23][C:24]([OH:26])=[O:25])[CH:19]=[CH:18][N:17]=2)[CH2:10][CH2:9]1)=[O:7])([CH3:4])([CH3:3])[CH3:2].[C:30]1([CH3:39])[CH:35]=[CH:34][C:33]([C@@H:36]([NH2:38])[CH3:37])=[CH:32][CH:31]=1.CCCCCCC. (3) Given the product [Cl:1][C:2]1[CH:3]=[CH:4][C:5]2[C:11](=[O:12])[C:10]3[CH:13]=[CH:14][CH:15]=[C:16]([O:17][CH2:25][C@H:23]4[CH2:22][O:21][C:20]([CH3:37])([CH3:19])[O:24]4)[C:9]=3[CH2:8][CH2:7][C:6]=2[CH:18]=1, predict the reactants needed to synthesize it. The reactants are: [Cl:1][C:2]1[CH:3]=[CH:4][C:5]2[C:11](=[O:12])[C:10]3[CH:13]=[CH:14][CH:15]=[C:16]([OH:17])[C:9]=3[CH2:8][CH2:7][C:6]=2[CH:18]=1.[CH3:19][C:20]1([CH3:37])[O:24][C@@H:23]([CH2:25]OS(C2C=CC(C)=CC=2)(=O)=O)[CH2:22][O:21]1.C([O-])([O-])=O.[K+].[K+]. (4) Given the product [CH2:4]([O:11][C:12]1[CH:13]=[C:14]([C:18]2[CH2:21][C:22]([CH2:27][C:28]([OH:30])=[O:29])([C:23]([OH:25])=[O:24])[O:20][N:19]=2)[CH:15]=[CH:16][CH:17]=1)[C:5]1[CH:6]=[CH:7][CH:8]=[CH:9][CH:10]=1, predict the reactants needed to synthesize it. The reactants are: Cl[O-].[Na+].[CH2:4]([O:11][C:12]1[CH:13]=[C:14](/[CH:18]=[N:19]/[OH:20])[CH:15]=[CH:16][CH:17]=1)[C:5]1[CH:10]=[CH:9][CH:8]=[CH:7][CH:6]=1.[CH2:21]=[C:22]([CH2:27][C:28]([O:30]C)=[O:29])[C:23]([O:25]C)=[O:24].[OH-].[Na+]. (5) Given the product [Cl:35][C:36]1[CH:37]=[C:38]([NH:39][C:27]([C:25]2[C:24]([O:30][CH2:31][CH:32]([F:34])[F:33])=[CH:23][C:20]3[N:21]([CH3:22])[C:17]([NH:16][C:3]4[CH:4]=[C:5]([CH2:8][NH:9][C:10]([C:12]([CH3:14])([CH3:13])[CH3:15])=[O:11])[CH:6]=[CH:7][C:2]=4[Cl:1])=[N:18][C:19]=3[CH:26]=2)=[O:29])[CH:40]=[CH:41][C:42]=1[F:43], predict the reactants needed to synthesize it. The reactants are: [Cl:1][C:2]1[CH:7]=[CH:6][C:5]([CH2:8][NH:9][C:10]([C:12]([CH3:15])([CH3:14])[CH3:13])=[O:11])=[CH:4][C:3]=1[NH:16][C:17]1[N:21]([CH3:22])[C:20]2[CH:23]=[C:24]([O:30][CH2:31][CH:32]([F:34])[F:33])[C:25]([C:27]([OH:29])=O)=[CH:26][C:19]=2[N:18]=1.[Cl:35][C:36]1[CH:37]=[C:38]([CH:40]=[CH:41][C:42]=1[F:43])[NH2:39].CN(C(ON1N=NC2C=CC=NC1=2)=[N+](C)C)C.F[P-](F)(F)(F)(F)F. (6) The reactants are: [NH2:1][C:2]1[N:6]([CH2:7][CH:8]([CH3:10])[CH3:9])[N:5]=[CH:4][C:3]=1[C:11]([NH2:13])=[O:12].N[C:15]1N(C(C)C)N=C[C:16]=1C(N)=O.[Cl:26][C:27]1[CH:32]=[CH:31][CH:30]=[CH:29][C:28]=1[NH:33][CH2:34][CH2:35]O. Given the product [Cl:26][C:27]1[CH:32]=[CH:31][CH:30]=[CH:29][C:28]=1[N:33]1[CH2:16][CH2:15][N:13]2[C:11](=[O:12])[C:3]3[CH:4]=[N:5][N:6]([CH2:7][CH:8]([CH3:10])[CH3:9])[C:2]=3[N:1]=[C:35]2[CH2:34]1, predict the reactants needed to synthesize it. (7) Given the product [C:10]([O:14][C:15]([N:17]1[CH2:22][CH2:21][CH:20]([S:23]([C:26]2[CH:31]=[CH:30][C:29]([NH:32][C:33](=[O:36])[CH:34]=[CH2:35])=[CH:28][CH:27]=2)(=[O:25])=[O:24])[CH2:19][CH2:18]1)=[O:16])([CH3:13])([CH3:11])[CH3:12], predict the reactants needed to synthesize it. The reactants are: C(N(C(C)C)CC)(C)C.[C:10]([O:14][C:15]([N:17]1[CH2:22][CH2:21][CH:20]([S:23]([C:26]2[CH:31]=[CH:30][C:29]([NH2:32])=[CH:28][CH:27]=2)(=[O:25])=[O:24])[CH2:19][CH2:18]1)=[O:16])([CH3:13])([CH3:12])[CH3:11].[C:33](Cl)(=[O:36])[CH:34]=[CH2:35]. (8) Given the product [CH2:16]([O:15][S:12]([O-:28])(=[O:14])=[O:13])[CH2:17][CH2:18][CH2:19][CH2:20][CH2:21][CH2:22][CH2:23][CH2:24][CH2:25][CH2:26][CH3:27].[CH2:2]([N+:6]1[CH:10]=[CH:9][N:8]([CH3:11])[CH:7]=1)[CH2:3][CH2:4][CH3:5], predict the reactants needed to synthesize it. The reactants are: [Cl-].[CH2:2]([N+:6]1[CH:10]=[CH:9][N:8]([CH3:11])[CH:7]=1)[CH2:3][CH2:4][CH3:5].[S:12]([O-:28])([O:15][CH2:16][CH2:17][CH2:18][CH2:19][CH2:20][CH2:21][CH2:22][CH2:23][CH2:24][CH2:25][CH2:26][CH3:27])(=[O:14])=[O:13].[Na+]. (9) Given the product [F:21][C:18]1[CH:19]=[CH:20][C:15]2[CH2:14][CH2:13][CH2:12][CH2:11][CH:10]([O:9][C:4]3[C:5]([NH2:8])=[N:6][CH:7]=[C:2]([C:30]4[CH:31]=[N:32][NH:33][CH:34]=4)[CH:3]=3)[C:16]=2[CH:17]=1, predict the reactants needed to synthesize it. The reactants are: Br[C:2]1[CH:3]=[C:4]([O:9][CH:10]2[C:16]3[CH:17]=[C:18]([F:21])[CH:19]=[CH:20][C:15]=3[CH2:14][CH2:13][CH2:12][CH2:11]2)[C:5]([NH2:8])=[N:6][CH:7]=1.CC1(C)C(C)(C)OB([C:30]2[CH:31]=[N:32][NH:33][CH:34]=2)O1.